Dataset: Rat liver microsome stability data. Task: Regression/Classification. Given a drug SMILES string, predict its absorption, distribution, metabolism, or excretion properties. Task type varies by dataset: regression for continuous measurements (e.g., permeability, clearance, half-life) or binary classification for categorical outcomes (e.g., BBB penetration, CYP inhibition). Dataset: rlm. (1) The molecule is CC1(C#N)CCN(c2c(C(=O)N3CCN(S(=O)(=O)C4CC4)CC3)cnc3ccc(F)cc23)CC1. The result is 1 (stable in rat liver microsomes). (2) The drug is COc1ccc(-n2nc(C3CCCN(C(=O)Cc4ccc(F)cc4)C3)nc2O)cc1. The result is 1 (stable in rat liver microsomes). (3) The result is 1 (stable in rat liver microsomes). The drug is COc1cc(O)c([C@H](CC(=O)N2CC(C)CC(C)C2)c2ccc3c(c2)OCO3)c(OC)c1. (4) The drug is CCOC(=O)C1CCN(c2ncnc3c2c(-c2ccccc2)cn3-c2ccccc2)CC1. The result is 1 (stable in rat liver microsomes). (5) The compound is CC(C)(C)c1ccc(C(=O)Nc2ccc(C#N)nc2)cc1. The result is 1 (stable in rat liver microsomes). (6) The result is 1 (stable in rat liver microsomes). The drug is CN[C@@H]1C[C@@H](c2ccc(Cl)c(Cl)c2)c2ccccc21.